This data is from hERG Central: cardiac toxicity at 1µM, 10µM, and general inhibition. The task is: Predict hERG channel inhibition at various concentrations. (1) The drug is O=C(NCc1nc2ccccc2[nH]1)C1=C[C@@H](c2ccc(Br)cc2)C[C@@H](OCCCCO)O1. Results: hERG_inhib (hERG inhibition (general)): blocker. (2) The drug is CCc1cc2c(=O)n(Cc3ccco3)c(SCC(=O)NC3CCS(=O)(=O)C3)nc2s1. Results: hERG_inhib (hERG inhibition (general)): blocker. (3) The molecule is Fc1cccc(CSc2nnc3ccc(-c4ccncc4)nn23)c1. Results: hERG_inhib (hERG inhibition (general)): blocker.